This data is from Full USPTO retrosynthesis dataset with 1.9M reactions from patents (1976-2016). The task is: Predict the reactants needed to synthesize the given product. Given the product [C:1]([O:5][C:6]([N:8]1[C:16]2[C:11](=[CH:12][CH:13]=[C:14]([OH:17])[CH:15]=2)[C:10]([CH:35]2[CH2:36][CH2:37][CH2:38]2)=[N:9]1)=[O:7])([CH3:4])([CH3:2])[CH3:3], predict the reactants needed to synthesize it. The reactants are: [C:1]([O:5][C:6]([N:8]1[C:16]2[C:11](=[CH:12][CH:13]=[C:14]([O:17][Si](C(C)(C)C)(C3C=CC=CC=3)C3C=CC=CC=3)[CH:15]=2)[C:10]([CH:35]2[CH2:38][CH2:37][CH2:36]2)=[N:9]1)=[O:7])([CH3:4])([CH3:3])[CH3:2].CCCC[N+](CCCC)(CCCC)CCCC.[F-].C1COCC1.O.